Dataset: Full USPTO retrosynthesis dataset with 1.9M reactions from patents (1976-2016). Task: Predict the reactants needed to synthesize the given product. Given the product [C:19]([C:18]1[CH:17]=[C:16]([CH:23]=[CH:22][CH:21]=1)[CH2:15][N:4]([CH2:3][C:2]([F:12])([F:13])[F:1])[C:5](=[O:11])[O:6][C:7]([CH3:8])([CH3:9])[CH3:10])#[N:20], predict the reactants needed to synthesize it. The reactants are: [F:1][C:2]([F:13])([F:12])[CH2:3][NH:4][C:5](=[O:11])[O:6][C:7]([CH3:10])([CH3:9])[CH3:8].Br[CH2:15][C:16]1[CH:17]=[C:18]([CH:21]=[CH:22][CH:23]=1)[C:19]#[N:20].